This data is from Peptide-MHC class I binding affinity with 185,985 pairs from IEDB/IMGT. The task is: Regression. Given a peptide amino acid sequence and an MHC pseudo amino acid sequence, predict their binding affinity value. This is MHC class I binding data. (1) The peptide sequence is FLDKSIHLTK. The MHC is HLA-A11:01 with pseudo-sequence HLA-A11:01. The binding affinity (normalized) is 0.522. (2) The peptide sequence is HPNPKGFCDL. The MHC is HLA-B54:01 with pseudo-sequence HLA-B54:01. The binding affinity (normalized) is 0.151. (3) The peptide sequence is AKYEICLEK. The MHC is HLA-B39:01 with pseudo-sequence HLA-B39:01. The binding affinity (normalized) is 0.0847.